Predict which catalyst facilitates the given reaction. From a dataset of Catalyst prediction with 721,799 reactions and 888 catalyst types from USPTO. (1) Reactant: [N:1]1([C:8]2[CH:9]=[CH:10][C:11]3[N:12]([C:14]([CH2:17]P(=O)(OCC)OCC)=[N:15][N:16]=3)[N:13]=2)[CH2:7][CH2:6][CH2:5][CH2:4][CH2:3][CH2:2]1.CC(C)([O-])C.[K+].[Br:32][C:33]1[CH:40]=[CH:39][CH:38]=[CH:37][C:34]=1[CH:35]=O.O. Product: [N:1]1([C:8]2[CH:9]=[CH:10][C:11]3[N:12]([C:14](/[CH:17]=[CH:35]/[C:34]4[CH:37]=[CH:38][CH:39]=[CH:40][C:33]=4[Br:32])=[N:15][N:16]=3)[N:13]=2)[CH2:2][CH2:3][CH2:4][CH2:5][CH2:6][CH2:7]1. The catalyst class is: 1. (2) Reactant: [NH2:1][C:2]1([CH2:9][C:10]([O:12][CH3:13])=[O:11])[CH2:7][CH2:6][CH2:5][N:4]([CH3:8])[CH2:3]1.[CH2:14]([C:22]1[O:26][C:25]([C:27](ON2C(=O)CCC2=O)=[O:28])=[CH:24][CH:23]=1)[CH2:15][C:16]1[CH:21]=[CH:20][CH:19]=[CH:18][CH:17]=1.C(N(CC)CC)C.C(OCC)C. Product: [CH3:8][N:4]1[CH2:5][CH2:6][CH2:7][C:2]([CH2:9][C:10]([O:12][CH3:13])=[O:11])([NH:1][C:27]([C:25]2[O:26][C:22]([CH2:14][CH2:15][C:16]3[CH:21]=[CH:20][CH:19]=[CH:18][CH:17]=3)=[CH:23][CH:24]=2)=[O:28])[CH2:3]1. The catalyst class is: 3. (3) Reactant: [Cl:1][C:2]1[C:14]([Cl:15])=[CH:13][CH:12]=[C:11]2[C:3]=1[C:4]1[CH2:5][CH2:6][CH2:7][C:8](=[O:26])[C:9]=1[N:10]2[S:16]([C:19]1[CH:25]=[CH:24][C:22]([CH3:23])=[CH:21][CH:20]=1)(=[O:18])=[O:17].[Li+].C[Si]([N-][Si](C)(C)C)(C)C.[F:37]NS(C1C=CC=CC=1)(=O)=O. Product: [Cl:1][C:2]1[C:14]([Cl:15])=[CH:13][CH:12]=[C:11]2[C:3]=1[C:4]1[CH2:5][CH2:6][CH:7]([F:37])[C:8](=[O:26])[C:9]=1[N:10]2[S:16]([C:19]1[CH:20]=[CH:21][C:22]([CH3:23])=[CH:24][CH:25]=1)(=[O:18])=[O:17]. The catalyst class is: 1. (4) Reactant: [OH:1][C:2]1[CH:3]=[C:4]2[C:9](=[CH:10][CH:11]=1)[C:8](=[O:12])[CH2:7][CH2:6][CH2:5]2.[F:13][C:14]([F:27])([F:26])[S:15](O[S:15]([C:14]([F:27])([F:26])[F:13])(=[O:17])=[O:16])(=[O:17])=[O:16]. Product: [F:13][C:14]([F:27])([F:26])[S:15]([O:1][C:2]1[CH:11]=[CH:10][C:9]2[C:8](=[O:12])[CH2:7][CH2:6][CH2:5][C:4]=2[CH:3]=1)(=[O:17])=[O:16]. The catalyst class is: 17. (5) Reactant: [CH2:1]([N:8]1[CH2:15][CH:14]([NH2:16])[C:10]2([CH2:13][O:12][CH2:11]2)[CH2:9]1)[C:2]1[CH:7]=[CH:6][CH:5]=[CH:4][CH:3]=1.C(=O)([O-])[O-].[Na+].[Na+].ClCCl.[C:26](O[C:26]([O:28][C:29]([CH3:32])([CH3:31])[CH3:30])=[O:27])([O:28][C:29]([CH3:32])([CH3:31])[CH3:30])=[O:27]. Product: [CH2:1]([N:8]1[CH2:15][CH:14]([NH:16][C:26](=[O:27])[O:28][C:29]([CH3:32])([CH3:31])[CH3:30])[C:10]2([CH2:13][O:12][CH2:11]2)[CH2:9]1)[C:2]1[CH:3]=[CH:4][CH:5]=[CH:6][CH:7]=1. The catalyst class is: 6. (6) Reactant: [CH3:1][O:2][CH2:3][C:4]1[N:9]=[CH:8][C:7]([O:10][C:11]2[CH:12]=[C:13]3[C:17](=[C:18]([O:20][CH:21]([CH3:23])[CH3:22])[CH:19]=2)[NH:16][C:15]([C:24]2[S:25][CH:26]([CH2:29][C:30]([OH:32])=O)[CH2:27][N:28]=2)=[CH:14]3)=[CH:6][CH:5]=1.Cl.C(N=C=N[CH2:39][CH2:40][CH2:41][N:42](C)C)C.ON1C2C=CC=CC=2N=N1.C1(N)CC1. Product: [CH:41]1([NH:42][C:30](=[O:32])[CH2:29][CH:26]2[S:25][C:24]([C:15]3[NH:16][C:17]4[C:13]([CH:14]=3)=[CH:12][C:11]([O:10][C:7]3[CH:8]=[N:9][C:4]([CH2:3][O:2][CH3:1])=[CH:5][CH:6]=3)=[CH:19][C:18]=4[O:20][CH:21]([CH3:23])[CH3:22])=[N:28][CH2:27]2)[CH2:39][CH2:40]1. The catalyst class is: 145.